Dataset: Experimentally validated miRNA-target interactions with 360,000+ pairs, plus equal number of negative samples. Task: Binary Classification. Given a miRNA mature sequence and a target amino acid sequence, predict their likelihood of interaction. (1) The miRNA is mmu-miR-471-5p with sequence UACGUAGUAUAGUGCUUUUCAC. The protein sequence of the target gene is MNNTAASPMSTATSSSGRSTGKSISFATELQSMMYSLGDARRPLHETAVLVEDVVHTQLINLLQQAAEVSQLRGARVITPEDLLFLMRKDKKKLRRLLKYMFIRDYKSKIVKGIDEDDLLEDKLSGSNNANKRQKIAQDFLNSIDQTGELLAMFEDDEIDEVKQERMERAERQTRIMDSAQYAEFCESRQLSFSKKASKFRDWLDCSSMEIKPNVVAMEILAYLAYETVAQLVDLALLVRQDMVTKAGDPFSHAISATFIQYHNSAESTAACGVEAHSDAIQPCHIREAIRRYSHRIGPL.... Result: 0 (no interaction). (2) The miRNA is hsa-miR-503-3p with sequence GGGGUAUUGUUUCCGCUGCCAGG. The protein sequence of the target gene is MASLDLPYRCPRCGEHKRFRSLSSLRAHLEYSHTYETLYILSKTNSICDGAAAAAAAAAAASGFPLAPEPAALLAVPGARREVFESTSFQGKEQATGPSPAGPHLLHHHHHHAPLAHFPADLVPASLPCEELAEPGLVPAARYALREIEIPLGELFARKSVASSACSTPPPGPGPGPCSGPSSASPASPSPADVAYEEGLARLKIRALEKLEVDRRLERLSEEVEQKIAGQVGRLQAELERKAAELETARQESARLGREKEELEERASELSRQVDVSVELLASLKQDLVHKEQELSRKQQ.... Result: 0 (no interaction). (3) The miRNA is mmu-miR-764-3p with sequence AGGAGGCCAUAGUGGCAACUGU. The protein sequence of the target gene is MPSEKTFKQRRTFEQRVEDVRLIREQHPTKIPVIIERYKGEKQLPVLDKTKFLVPDHVNMSELIKIIRRRLQLNANQAFFLLVNGHSMVSVSTPISEVYESEKDEDGFLYMVYASQETFGMKLSV. Result: 0 (no interaction). (4) The miRNA is hsa-miR-5004-5p with sequence UGAGGACAGGGCAAAUUCACGA. The protein sequence of the target gene is MGEFKVHRVRFFNYVPSGIRCVAYNNQSNRLAVSRTDGTVEIYNLSANYFQEKFFPGHESRATEALCWAEGQRLFSAGLNGEIMEYDLQALNIKYAMDAFGGPIWSMAASPSGSQLLVGCEDGSVKLFQITPDKIQFERNFDRQKSRILSLSWHPSGTHIAAGSIDYISVFDVKSGSAVHKMIVDRQYMGVSKRKCIVWGVAFLSDGTIISVDSAGKVQFWDSATGTLVKSHLIANADVQSIAVADQEDSFVVGTAEGTVFHFQLVPVTSNSSEKQWVRTKPFQHHTHDVRTVAHSPTAL.... Result: 0 (no interaction). (5) The miRNA is mmu-miR-532-3p with sequence CCUCCCACACCCAAGGCUUGCA. The protein sequence of the target gene is MRRAPSLVLFFLVALCGRGNCRVANAEEKLMDDLLNKTRYNNLIRPATSSSQLISIKLQLSLAQLISVNEREQIMTTNVWLKQEWTDYRLTWNSSRYEGVNILRIPAKRIWLPDIVLYNNADGTYEVSVYTNLIVRSNGSVLWLPPAIYKSACKIEVKYFPFDQQNCTLKFRSWTYDHTEIDMVLMTPTASMDDFTPSGEWDIVALPGRRTVNPQDPSYVDVTYDFIIKRKPLFYTINLIIPCVLTTLLAILVFYLPSDCGEKMTLCISVLLALTFFLLLISKIVPPTSLDVPLIGKYLM.... Result: 0 (no interaction).